This data is from Forward reaction prediction with 1.9M reactions from USPTO patents (1976-2016). The task is: Predict the product of the given reaction. (1) Given the reactants [C:1]([O:5][C:6]([N:8]1[CH2:13][CH2:12][N:11]([C:14]2[CH:15]=[CH:16][C:17]([C:20](O)=[O:21])=[N:18][CH:19]=2)[CH2:10][CH2:9]1)=[O:7])([CH3:4])([CH3:3])[CH3:2].[F:23][C:24]1[C:25]([C:32]2[CH:37]=[CH:36][N:35]=[C:34]([C:38]([F:41])([F:40])[F:39])[CH:33]=2)=[N:26][CH:27]=[C:28]([CH2:30][NH2:31])[CH:29]=1.CN(C(ON1N=NC2C=CC=NC1=2)=[N+](C)C)C.F[P-](F)(F)(F)(F)F.CCN(C(C)C)C(C)C, predict the reaction product. The product is: [F:23][C:24]1[C:25]([C:32]2[CH:37]=[CH:36][N:35]=[C:34]([C:38]([F:41])([F:39])[F:40])[CH:33]=2)=[N:26][CH:27]=[C:28]([CH2:30][NH:31][C:20]([C:17]2[N:18]=[CH:19][C:14]([N:11]3[CH2:12][CH2:13][N:8]([C:6]([O:5][C:1]([CH3:4])([CH3:2])[CH3:3])=[O:7])[CH2:9][CH2:10]3)=[CH:15][CH:16]=2)=[O:21])[CH:29]=1. (2) Given the reactants [CH3:1][O:2][C:3](=[O:16])[C:4]1[CH:9]=[C:8]([S:10](=[O:14])(=[O:13])[NH:11][CH3:12])[CH:7]=[CH:6][C:5]=1[OH:15].C(=O)([O-])[O-].[K+].[K+].FC(F)(F)S(O[CH2:29][C:30]([F:33])([F:32])[F:31])(=O)=O, predict the reaction product. The product is: [CH3:1][O:2][C:3](=[O:16])[C:4]1[CH:9]=[C:8]([S:10](=[O:14])(=[O:13])[NH:11][CH3:12])[CH:7]=[CH:6][C:5]=1[O:15][CH2:29][C:30]([F:33])([F:32])[F:31]. (3) Given the reactants F[C:2]1[C:3]([C:19]2[CH:24]=[CH:23][CH:22]=[CH:21][CH:20]=2)=[C:4]([CH3:18])[C:5]([C:16]#[N:17])=[C:6]2[C:10]=1[O:9][C:8]([N:11]1[CH2:14][CH:13]([OH:15])[CH2:12]1)=[N:7]2.[CH3:25][N:26]([CH3:32])[C@H:27]1[CH2:31][CH2:30][NH:29][CH2:28]1.C(N(CC)CC)C, predict the reaction product. The product is: [CH3:25][N:26]([CH3:32])[C@H:27]1[CH2:31][CH2:30][N:29]([C:2]2[C:3]([C:19]3[CH:24]=[CH:23][CH:22]=[CH:21][CH:20]=3)=[C:4]([CH3:18])[C:5]([C:16]#[N:17])=[C:6]3[C:10]=2[O:9][C:8]([N:11]2[CH2:14][CH:13]([OH:15])[CH2:12]2)=[N:7]3)[CH2:28]1. (4) The product is: [CH:27]1([S:33][C:2]2[O:3][C:4]([C:7]3[N:12]=[C:11]([NH:13][C:14]4[CH:19]=[C:18]([CH3:20])[CH:17]=[CH:16][N:15]=4)[CH:10]=[CH:9][CH:8]=3)=[CH:5][N:6]=2)[CH2:32][CH2:31][CH2:30][CH2:29][CH2:28]1. Given the reactants Cl[C:2]1[O:3][C:4]([C:7]2[N:12]=[C:11]([NH:13][C:14]3[CH:19]=[C:18]([CH3:20])[CH:17]=[CH:16][N:15]=3)[CH:10]=[CH:9][CH:8]=2)=[CH:5][N:6]=1.C([O-])([O-])=O.[K+].[K+].[CH:27]1([SH:33])[CH2:32][CH2:31][CH2:30][CH2:29][CH2:28]1.O, predict the reaction product.